From a dataset of Forward reaction prediction with 1.9M reactions from USPTO patents (1976-2016). Predict the product of the given reaction. Given the reactants C([O:5][N:6]=[C:7]1[C:16]2[C:11](=[CH:12][CH:13]=[C:14](Br)[CH:15]=2)[O:10][C:9]([C:18]2[N:19]=[CH:20][C:21]3[C:26]([CH:27]=2)=[CH:25][CH:24]=[CH:23][CH:22]=3)=[CH:8]1)(C)(C)C.[CH3:28][N:29]1[CH2:34][CH2:33][N:32]([CH2:35][CH2:36][CH2:37][NH2:38])[CH2:31][CH2:30]1, predict the reaction product. The product is: [CH:20]1[C:21]2[C:26](=[CH:25][CH:24]=[CH:23][CH:22]=2)[CH:27]=[C:18]([C:9]2[O:10][C:11]3[C:16]([C:7](=[N:6][OH:5])[CH:8]=2)=[CH:15][C:14]([NH:38][CH2:37][CH2:36][CH2:35][N:32]2[CH2:31][CH2:30][N:29]([CH3:28])[CH2:34][CH2:33]2)=[CH:13][CH:12]=3)[N:19]=1.